Predict which catalyst facilitates the given reaction. From a dataset of Catalyst prediction with 721,799 reactions and 888 catalyst types from USPTO. (1) The catalyst class is: 2. Reactant: [F:1][C:2]1[CH:7]=[CH:6][CH:5]=[C:4]([F:8])[C:3]=1[CH2:9][C:10]([N:12]1[CH2:17][CH2:16][CH:15]([C:18]2[C:23]([CH2:24]O)=[CH:22][N:21]=[C:20]([CH3:26])[N:19]=2)[CH2:14][CH2:13]1)=[O:11].CCN(CC)CC.S([Cl:44])(C1C=CC(C)=CC=1)(=O)=O.[NH4+].[Cl-]. Product: [Cl:44][CH2:24][C:23]1[C:18]([CH:15]2[CH2:16][CH2:17][N:12]([C:10](=[O:11])[CH2:9][C:3]3[C:2]([F:1])=[CH:7][CH:6]=[CH:5][C:4]=3[F:8])[CH2:13][CH2:14]2)=[N:19][C:20]([CH3:26])=[N:21][CH:22]=1. (2) Reactant: [F:1][C:2]1[CH:3]=[C:4]([C@H:8]2[CH2:12][CH2:11][CH2:10][N:9]2[C:13]2[CH:18]=[CH:17][N:16]3[N:19]=[CH:20][C:21]([NH2:22])=[C:15]3[N:14]=2)[CH:5]=[CH:6][CH:7]=1.[N:23]1[CH:28]=[CH:27][CH:26]=[CH:25][C:24]=1[C:29](O)=[O:30].CN(C(ON1N=NC2C=CC=NC1=2)=[N+](C)C)C.F[P-](F)(F)(F)(F)F.CCN(C(C)C)C(C)C. Product: [F:1][C:2]1[CH:3]=[C:4]([C@H:8]2[CH2:12][CH2:11][CH2:10][N:9]2[C:13]2[CH:18]=[CH:17][N:16]3[N:19]=[CH:20][C:21]([NH:22][C:29](=[O:30])[C:24]4[CH:25]=[CH:26][CH:27]=[CH:28][N:23]=4)=[C:15]3[N:14]=2)[CH:5]=[CH:6][CH:7]=1. The catalyst class is: 329. (3) Reactant: Br[C:2]1[CH:7]=[CH:6][C:5]([C:8]2[CH:13]=[CH:12][CH:11]=[CH:10][N:9]=2)=[CH:4][CH:3]=1.[S:14]1[CH:18]=[CH:17][C:16](B(O)O)=[CH:15]1.C(=O)([O-])[O-].[Na+].[Na+].COCCOC. Product: [S:14]1[CH:18]=[CH:17][C:16]([C:2]2[CH:7]=[CH:6][C:5]([C:8]3[CH:13]=[CH:12][CH:11]=[CH:10][N:9]=3)=[CH:4][CH:3]=2)=[CH:15]1. The catalyst class is: 103. (4) Reactant: [F:1][C:2]([F:14])([F:13])[O:3][C:4]1[CH:5]=[C:6]([CH:10]=[CH:11][CH:12]=1)[C:7](Cl)=[O:8].[Br:15][C:16]1[CH:20]=[N:19][N:18]([CH3:21])[C:17]=1[C:22]1[CH:23]=[C:24]([CH:26]=[CH:27][C:28]=1[O:29][CH2:30][C:31]([CH3:36])([N+:33]([O-])=O)[CH3:32])[NH2:25].C(N(CC)C(C)C)(C)C. Product: [NH2:33][C:31]([CH3:36])([CH3:32])[CH2:30][O:29][C:28]1[CH:27]=[CH:26][C:24]([NH:25][C:7](=[O:8])[C:6]2[CH:10]=[CH:11][CH:12]=[C:4]([O:3][C:2]([F:14])([F:13])[F:1])[CH:5]=2)=[CH:23][C:22]=1[C:17]1[N:18]([CH3:21])[N:19]=[CH:20][C:16]=1[Br:15]. The catalyst class is: 4. (5) Reactant: [Br:1][CH2:2][C:3](Br)=[O:4].[NH:6]1[CH2:11][CH2:10][CH:9]([C:12]2[CH:17]=[CH:16][C:15]([C@@H:18]([NH:20][C:21](=[O:23])[CH3:22])[CH3:19])=[CH:14][CH:13]=2)[CH2:8][CH2:7]1. Product: [Br:1][CH2:2][C:3]([N:6]1[CH2:11][CH2:10][CH:9]([C:12]2[CH:17]=[CH:16][C:15]([C@@H:18]([NH:20][C:21](=[O:23])[CH3:22])[CH3:19])=[CH:14][CH:13]=2)[CH2:8][CH2:7]1)=[O:4]. The catalyst class is: 4. (6) Reactant: [F:1][C:2]1[CH:3]=[C:4]([CH:28]=[C:29]([F:31])[CH:30]=1)[CH2:5][N:6]1[C:14]2[C:9](=[CH:10][CH:11]=[C:12]([C:15]([NH2:17])=O)[CH:13]=2)[C:8]([S:18][C:19]2[CH:24]=[CH:23][CH:22]=[CH:21][C:20]=2[N+:25]([O-:27])=[O:26])=[CH:7]1.CCN(CC)CC.O(S(C(F)(F)F)(=O)=O)S(C(F)(F)F)(=O)=O.O. Product: [F:1][C:2]1[CH:3]=[C:4]([CH:28]=[C:29]([F:31])[CH:30]=1)[CH2:5][N:6]1[C:14]2[C:9](=[CH:10][CH:11]=[C:12]([C:15]#[N:17])[CH:13]=2)[C:8]([S:18][C:19]2[CH:24]=[CH:23][CH:22]=[CH:21][C:20]=2[N+:25]([O-:27])=[O:26])=[CH:7]1. The catalyst class is: 2.